Dataset: Merck oncology drug combination screen with 23,052 pairs across 39 cell lines. Task: Regression. Given two drug SMILES strings and cell line genomic features, predict the synergy score measuring deviation from expected non-interaction effect. (1) Drug 1: O=S1(=O)NC2(CN1CC(F)(F)F)C1CCC2Cc2cc(C=CCN3CCC(C(F)(F)F)CC3)ccc2C1. Drug 2: N#Cc1ccc(Cn2cncc2CN2CCN(c3cccc(Cl)c3)C(=O)C2)cc1. Cell line: RKO. Synergy scores: synergy=-0.476. (2) Drug 1: CC1CC2C3CCC4=CC(=O)C=CC4(C)C3(F)C(O)CC2(C)C1(O)C(=O)CO. Drug 2: CCc1cnn2c(NCc3ccc[n+]([O-])c3)cc(N3CCCCC3CCO)nc12. Cell line: LOVO. Synergy scores: synergy=2.58. (3) Drug 1: CN1C(=O)C=CC2(C)C3CCC4(C)C(NC(=O)OCC(F)(F)F)CCC4C3CCC12. Drug 2: O=S1(=O)NC2(CN1CC(F)(F)F)C1CCC2Cc2cc(C=CCN3CCC(C(F)(F)F)CC3)ccc2C1. Cell line: NCIH2122. Synergy scores: synergy=0.687. (4) Drug 1: NC1(c2ccc(-c3nc4ccn5c(=O)[nH]nc5c4cc3-c3ccccc3)cc2)CCC1. Drug 2: Cn1c(=O)n(-c2ccc(C(C)(C)C#N)cc2)c2c3cc(-c4cnc5ccccc5c4)ccc3ncc21. Cell line: UACC62. Synergy scores: synergy=33.3. (5) Drug 1: O=P1(N(CCCl)CCCl)NCCCO1. Drug 2: C#Cc1cccc(Nc2ncnc3cc(OCCOC)c(OCCOC)cc23)c1. Cell line: RKO. Synergy scores: synergy=-11.3. (6) Drug 1: CN(Cc1cnc2nc(N)nc(N)c2n1)c1ccc(C(=O)NC(CCC(=O)O)C(=O)O)cc1. Drug 2: CC(C)CC(NC(=O)C(Cc1ccccc1)NC(=O)c1cnccn1)B(O)O. Cell line: RKO. Synergy scores: synergy=-29.1. (7) Drug 1: COc1cccc2c1C(=O)c1c(O)c3c(c(O)c1C2=O)CC(O)(C(=O)CO)CC3OC1CC(N)C(O)C(C)O1. Drug 2: CS(=O)(=O)CCNCc1ccc(-c2ccc3ncnc(Nc4ccc(OCc5cccc(F)c5)c(Cl)c4)c3c2)o1. Cell line: ZR751. Synergy scores: synergy=20.6.